The task is: Binary Classification. Given a drug SMILES string, predict its activity (active/inactive) in a high-throughput screening assay against a specified biological target.. This data is from Choline transporter screen with 302,306 compounds. (1) The compound is O=C(N1CC(N2CCN(CC2)c2ccccc2)CCC1)c1nc(ccc1)C. The result is 0 (inactive). (2) The molecule is Clc1c(NC(=S)NC(C(C)(C)C)C)c(OC(F)F)ccc1. The result is 0 (inactive). (3) The compound is s1c(NC(=O)COc2c(OC)cccc2)nc(c1C(OC)=O)C. The result is 0 (inactive). (4) The compound is O(c1c2c(c3n(c(c(c3c1)C(O)=O)C)c1ccccc1)cccc2)C. The result is 0 (inactive). (5) The molecule is S(=O)(=O)(N(CC(=O)Nc1cccnc1)c1c(OC)cccc1)c1ccccc1. The result is 0 (inactive). (6) The molecule is s1c(CN2C3CC(NC(=O)c4ccc([N+]([O-])=O)cc4)CC2CCC3)ccc1. The result is 0 (inactive). (7) The molecule is S(=O)(=O)(N(CC)CC)c1c(ccc(NC(=O)CNc2c(n(n(c2=O)c2ccccc2)C)C)c1)C. The result is 0 (inactive).